From a dataset of NCI-60 drug combinations with 297,098 pairs across 59 cell lines. Regression. Given two drug SMILES strings and cell line genomic features, predict the synergy score measuring deviation from expected non-interaction effect. Drug 1: C1CN1C2=NC(=NC(=N2)N3CC3)N4CC4. Drug 2: N.N.Cl[Pt+2]Cl. Cell line: BT-549. Synergy scores: CSS=33.7, Synergy_ZIP=-12.2, Synergy_Bliss=-2.47, Synergy_Loewe=3.19, Synergy_HSA=4.52.